Dataset: NCI-60 drug combinations with 297,098 pairs across 59 cell lines. Task: Regression. Given two drug SMILES strings and cell line genomic features, predict the synergy score measuring deviation from expected non-interaction effect. (1) Drug 2: C1CNP(=O)(OC1)N(CCCl)CCCl. Drug 1: CC12CCC3C(C1CCC2O)C(CC4=C3C=CC(=C4)O)CCCCCCCCCS(=O)CCCC(C(F)(F)F)(F)F. Cell line: HOP-92. Synergy scores: CSS=4.42, Synergy_ZIP=-1.40, Synergy_Bliss=-0.0305, Synergy_Loewe=2.44, Synergy_HSA=0.314. (2) Drug 1: CCCS(=O)(=O)NC1=C(C(=C(C=C1)F)C(=O)C2=CNC3=C2C=C(C=N3)C4=CC=C(C=C4)Cl)F. Drug 2: CC12CCC3C(C1CCC2=O)CC(=C)C4=CC(=O)C=CC34C. Cell line: MOLT-4. Synergy scores: CSS=66.1, Synergy_ZIP=0.860, Synergy_Bliss=0.174, Synergy_Loewe=-2.05, Synergy_HSA=-1.44. (3) Drug 1: C(=O)(N)NO. Drug 2: CC1=C(C(=O)C2=C(C1=O)N3CC4C(C3(C2COC(=O)N)OC)N4)N. Cell line: TK-10. Synergy scores: CSS=7.95, Synergy_ZIP=-5.98, Synergy_Bliss=-2.65, Synergy_Loewe=-9.89, Synergy_HSA=-1.17. (4) Drug 1: CS(=O)(=O)CCNCC1=CC=C(O1)C2=CC3=C(C=C2)N=CN=C3NC4=CC(=C(C=C4)OCC5=CC(=CC=C5)F)Cl. Drug 2: COC1=C2C(=CC3=C1OC=C3)C=CC(=O)O2. Cell line: U251. Synergy scores: CSS=-6.40, Synergy_ZIP=4.87, Synergy_Bliss=3.12, Synergy_Loewe=-1.22, Synergy_HSA=-3.86. (5) Drug 2: CC12CCC3C(C1CCC2OP(=O)(O)O)CCC4=C3C=CC(=C4)OC(=O)N(CCCl)CCCl.[Na+]. Drug 1: COC1=CC(=CC(=C1O)OC)C2C3C(COC3=O)C(C4=CC5=C(C=C24)OCO5)OC6C(C(C7C(O6)COC(O7)C8=CC=CS8)O)O. Synergy scores: CSS=27.5, Synergy_ZIP=-0.637, Synergy_Bliss=2.46, Synergy_Loewe=-13.9, Synergy_HSA=2.75. Cell line: NCI-H226. (6) Drug 1: CN(C)N=NC1=C(NC=N1)C(=O)N. Drug 2: CC12CCC3C(C1CCC2O)C(CC4=C3C=CC(=C4)O)CCCCCCCCCS(=O)CCCC(C(F)(F)F)(F)F. Cell line: MDA-MB-231. Synergy scores: CSS=0.300, Synergy_ZIP=-0.331, Synergy_Bliss=-0.180, Synergy_Loewe=-6.59, Synergy_HSA=-3.13. (7) Drug 1: CC1=CC=C(C=C1)C2=CC(=NN2C3=CC=C(C=C3)S(=O)(=O)N)C(F)(F)F. Drug 2: CC1=C(C(=O)C2=C(C1=O)N3CC4C(C3(C2COC(=O)N)OC)N4)N. Cell line: SK-MEL-5. Synergy scores: CSS=35.2, Synergy_ZIP=1.71, Synergy_Bliss=0.900, Synergy_Loewe=-36.7, Synergy_HSA=-1.64. (8) Drug 1: CCC1=CC2CC(C3=C(CN(C2)C1)C4=CC=CC=C4N3)(C5=C(C=C6C(=C5)C78CCN9C7C(C=CC9)(C(C(C8N6C)(C(=O)OC)O)OC(=O)C)CC)OC)C(=O)OC.C(C(C(=O)O)O)(C(=O)O)O. Drug 2: C1CNP(=O)(OC1)N(CCCl)CCCl. Cell line: SK-MEL-28. Synergy scores: CSS=44.1, Synergy_ZIP=2.81, Synergy_Bliss=0.439, Synergy_Loewe=-44.5, Synergy_HSA=0.361. (9) Drug 1: CN(C)C1=NC(=NC(=N1)N(C)C)N(C)C. Drug 2: C1=NC2=C(N1)C(=S)N=C(N2)N. Cell line: 786-0. Synergy scores: CSS=41.2, Synergy_ZIP=4.93, Synergy_Bliss=-0.897, Synergy_Loewe=-36.2, Synergy_HSA=0.888. (10) Drug 1: CCCCCOC(=O)NC1=NC(=O)N(C=C1F)C2C(C(C(O2)C)O)O. Drug 2: CC1=C(C(=O)C2=C(C1=O)N3CC4C(C3(C2COC(=O)N)OC)N4)N. Cell line: HT29. Synergy scores: CSS=32.3, Synergy_ZIP=2.42, Synergy_Bliss=0.299, Synergy_Loewe=-37.1, Synergy_HSA=-2.91.